This data is from Catalyst prediction with 721,799 reactions and 888 catalyst types from USPTO. The task is: Predict which catalyst facilitates the given reaction. (1) Reactant: C([O:8][C:9]1[CH:14]=[CH:13][N:12]([C:15]2[CH:16]=[N:17][C:18]([N:21]3[CH2:25][CH2:24][C@@H:23]([OH:26])[CH2:22]3)=[CH:19][CH:20]=2)[C:11](=[O:27])[CH:10]=1)C1C=CC=CC=1.CC1CC=CCC=1. Product: [OH:8][C:9]1[CH:14]=[CH:13][N:12]([C:15]2[CH:16]=[N:17][C:18]([N:21]3[CH2:25][CH2:24][C@@H:23]([OH:26])[CH2:22]3)=[CH:19][CH:20]=2)[C:11](=[O:27])[CH:10]=1. The catalyst class is: 261. (2) Reactant: [F:1][C:2]1[C:3]([N+:15]([O-])=O)=[C:4]([CH:12]=[CH:13][CH:14]=1)[NH:5][CH2:6][CH2:7][CH2:8][CH2:9][O:10][CH3:11]. Product: [F:1][C:2]1[C:3]([NH2:15])=[C:4]([NH:5][CH2:6][CH2:7][CH2:8][CH2:9][O:10][CH3:11])[CH:12]=[CH:13][CH:14]=1. The catalyst class is: 129. (3) Reactant: N#N.C([SiH2][O:8][C:9](C)(C)[C:10]1[O:11][C:12]([C:15](=[O:17])[CH3:16])=[CH:13][N:14]=1)(C)(C)C.[CH2:20](O)[CH2:21][OH:22].COC(OC)OC. Product: [CH3:16][C:15]1([C:12]2[O:11][C:10]([CH2:9][OH:8])=[N:14][CH:13]=2)[O:17][CH2:20][CH2:21][O:22]1. The catalyst class is: 250.